Dataset: Catalyst prediction with 721,799 reactions and 888 catalyst types from USPTO. Task: Predict which catalyst facilitates the given reaction. (1) Reactant: [C:1]([C:3]1[CH:4]=[C:5]([CH:10]=[C:11]([CH2:15][CH3:16])[C:12]=1[O:13][CH3:14])[C:6]([O:8]C)=[O:7])#[N:2].O.[OH-].[Li+]. Product: [C:1]([C:3]1[CH:4]=[C:5]([CH:10]=[C:11]([CH2:15][CH3:16])[C:12]=1[O:13][CH3:14])[C:6]([OH:8])=[O:7])#[N:2]. The catalyst class is: 30. (2) Product: [NH2:15][C:12]1[CH:11]=[CH:10][C:9]([NH:8][C:1](=[O:3])[C:25]2[CH:29]=[CH:30][CH:31]=[CH:32][C:24]=2[F:23])=[CH:14][CH:13]=1. Reactant: [C:1]([NH:8][C:9]1[CH:14]=[CH:13][C:12]([NH2:15])=[CH:11][CH:10]=1)([O:3]C(C)(C)C)=O.C(N(CC)CC)C.[F:23][C:24]1[CH:32]=[CH:31][CH:30]=[CH:29][C:25]=1C(Cl)=O. The catalyst class is: 2. (3) Reactant: Cl[CH:2]1[C:7](=[O:8])[CH2:6][C:5]([CH2:14][CH2:15][C:16]2[CH:21]=[CH:20][C:19]([O:22][CH3:23])=[C:18]([Cl:24])[CH:17]=2)([CH:9]2[CH2:13][CH2:12][CH2:11][CH2:10]2)[O:4][C:3]1=[O:25].[SH:26][C:27]1[N:40]=[C:30]2[N:31]=[CH:32][C:33]([C:35]([O:37][CH2:38][CH3:39])=[O:36])=[CH:34][N:29]2[N:28]=1. Product: [Cl:24][C:18]1[CH:17]=[C:16]([CH2:15][CH2:14][C:5]2([CH:9]3[CH2:13][CH2:12][CH2:11][CH2:10]3)[O:4][C:3](=[O:25])[C:2]([S:26][C:27]3[N:40]=[C:30]4[N:31]=[CH:32][C:33]([C:35]([O:37][CH2:38][CH3:39])=[O:36])=[CH:34][N:29]4[N:28]=3)=[C:7]([OH:8])[CH2:6]2)[CH:21]=[CH:20][C:19]=1[O:22][CH3:23]. The catalyst class is: 6. (4) Reactant: [Cl-].[Al+3].[Cl-].[Cl-].[C:5]([N:8]1[C:14]2[CH:15]=[CH:16][CH:17]=[CH:18][C:13]=2[CH2:12][CH2:11][CH2:10][CH2:9]1)(=[O:7])[CH3:6].[Cl:19][CH2:20][CH2:21][C:22](Cl)=[O:23].O. Product: [C:5]([N:8]1[C:14]2[CH:15]=[C:16]([C:22](=[O:23])[CH2:21][CH2:20][Cl:19])[CH:17]=[CH:18][C:13]=2[CH2:12][CH2:11][CH2:10][CH2:9]1)(=[O:7])[CH3:6]. The catalyst class is: 68. (5) Reactant: [N:1]1[C:5]2[CH:6]=[CH:7][C:8]([NH:10][C:11]3[O:12][CH2:13][C:14](=[O:21])[C:15]=3[C:16]([O:18][CH2:19][CH3:20])=[O:17])=[CH:9][C:4]=2[NH:3][CH:2]=1.[NH:22]1[C:30]2[C:25](=[CH:26][CH:27]=[CH:28][N:29]=2)[C:24]([CH:31]=O)=[CH:23]1.N1CCCCC1. The catalyst class is: 8. Product: [NH:22]1[C:30]2=[N:29][CH:28]=[CH:27][CH:26]=[C:25]2[C:24]([CH:31]=[C:13]2[O:12][C:11]([NH:10][C:8]3[CH:7]=[CH:6][C:5]4[N:1]=[CH:2][NH:3][C:4]=4[CH:9]=3)=[C:15]([C:16]([O:18][CH2:19][CH3:20])=[O:17])[C:14]2=[O:21])=[CH:23]1. (6) Reactant: C[O:2][C:3]([C:5]1[S:6][C:7]([C:13](=[O:25])[NH:14][CH2:15][C:16]2[CH:24]=[CH:23][CH:22]=[C:21]3[C:17]=2[CH:18]=[N:19][NH:20]3)=[CH:8][C:9]=1[CH:10]([CH3:12])[CH3:11])=[O:4].O.[OH-].[Li+].C1COCC1.Cl. Product: [NH:20]1[C:21]2[C:17](=[C:16]([CH2:15][NH:14][C:13]([C:7]3[S:6][C:5]([C:3]([OH:4])=[O:2])=[C:9]([CH:10]([CH3:12])[CH3:11])[CH:8]=3)=[O:25])[CH:24]=[CH:23][CH:22]=2)[CH:18]=[N:19]1. The catalyst class is: 6. (7) Reactant: [NH2:1][CH:2]1[CH2:17][O:16][C:5]2=[C:6]([F:15])[CH:7]=[C:8]3[C:13]([C:12](=[O:14])[NH:11][CH2:10][CH2:9]3)=[C:4]2[CH2:3]1.[F:18][C:19]1[CH:20]=[C:21]2[C:25](=[CH:26][CH:27]=1)[NH:24][CH:23]=[C:22]2[CH2:28][CH2:29][CH:30]=O.C(O)(=O)C.[BH3-]C#N.[Na+]. Product: [F:15][C:6]1[CH:7]=[C:8]2[C:13](=[C:4]3[CH2:3][CH:2]([NH:1][CH2:30][CH2:29][CH2:28][C:22]4[C:21]5[C:25](=[CH:26][CH:27]=[C:19]([F:18])[CH:20]=5)[NH:24][CH:23]=4)[CH2:17][O:16][C:5]=13)[C:12](=[O:14])[NH:11][CH2:10][CH2:9]2. The catalyst class is: 5. (8) Reactant: [F:1][C:2]1[C:9]([O:10][CH3:11])=[CH:8][CH:7]=[C:6]([F:12])[C:3]=1[CH:4]=[O:5].[BH4-].[Na+]. Product: [F:1][C:2]1[C:9]([O:10][CH3:11])=[CH:8][CH:7]=[C:6]([F:12])[C:3]=1[CH2:4][OH:5]. The catalyst class is: 8. (9) Reactant: [Br:1][C:2]1[CH:3]=[C:4]([CH:9]=[C:10]([C:12]2[CH:17]=[CH:16][C:15]([CH3:18])=[CH:14][N:13]=2)[CH:11]=1)[C:5]([O:7]C)=[O:6].[OH-].[Li+]. Product: [Br:1][C:2]1[CH:3]=[C:4]([CH:9]=[C:10]([C:12]2[CH:17]=[CH:16][C:15]([CH3:18])=[CH:14][N:13]=2)[CH:11]=1)[C:5]([OH:7])=[O:6]. The catalyst class is: 7. (10) Reactant: [Br:1][CH2:2][CH2:3][C:4]#[C:5][C:6]1[CH:11]=[CH:10][C:9]([CH2:12][CH2:13][CH2:14][CH3:15])=[CH:8][CH:7]=1.[CH2:16]([C:18]1[CH:19]=[N:20][CH:21]=[CH:22][CH:23]=1)[CH3:17]. Product: [Br-:1].[CH2:12]([C:9]1[CH:10]=[CH:11][C:6]([C:5]#[C:4][CH2:3][CH2:2][N+:20]2[CH:21]=[CH:22][CH:23]=[C:18]([CH2:16][CH3:17])[CH:19]=2)=[CH:7][CH:8]=1)[CH2:13][CH2:14][CH3:15]. The catalyst class is: 10.